This data is from Full USPTO retrosynthesis dataset with 1.9M reactions from patents (1976-2016). The task is: Predict the reactants needed to synthesize the given product. Given the product [NH:1]([C:191]([CH3:193])=[O:192])[C@H:2]([C:27]([NH:29][C@H:30]([C:35]([NH:37][C@H:38]([C:47]([NH:49][C@H:50]([C:55]([NH:57][C@H:58]([C:83]([NH:85][C@H:86]([C:91]([NH:93][C@H:94]([C:96]([NH:98][C@H:99]([C:104]([NH:106][C@H:107]([C:132]([NH:134][C@H:135]([C:140]([NH:142][C@H:143]([C:152]([NH:154][C@H:155]([C:160]([NH:162][C@H:163]([C:188]([NH2:190])=[O:189])[CH2:164][CH2:165][CH2:166][NH:167][C:168](=[NH:169])[NH2:187])=[O:161])[CH2:156][CH:157]([CH3:158])[CH3:159])=[O:153])[CH2:144][C:145](=[O:146])[OH:151])=[O:141])[CH2:136][CH:137]([CH3:138])[CH3:139])=[O:133])[CH2:108][CH2:109][CH2:110][NH:111][C:112](=[NH:113])[NH2:131])=[O:105])[CH2:100][CH:101]([CH3:103])[CH3:102])=[O:97])[CH3:95])=[O:92])[CH2:87][CH:88]([CH3:90])[CH3:89])=[O:84])[CH2:59][CH2:60][CH2:61][NH:62][C:63](=[NH:64])[NH2:82])=[O:56])[CH2:51][CH:52]([CH3:54])[CH3:53])=[O:48])[CH2:39][C:40](=[O:41])[OH:46])=[O:36])[CH2:31][CH:32]([CH3:33])[CH3:34])=[O:28])[CH2:3][CH2:4][CH2:5][NH:6][C:7](=[NH:8])[NH2:26], predict the reactants needed to synthesize it. The reactants are: [NH:1]([C:191]([CH3:193])=[O:192])[C@H:2]([C:27]([NH:29][C@H:30]([C:35]([NH:37][C@H:38]([C:47]([NH:49][C@H:50]([C:55]([NH:57][C@H:58]([C:83]([NH:85][C@H:86]([C:91]([NH:93][C@H:94]([C:96]([NH:98][C@H:99]([C:104]([NH:106][C@H:107]([C:132]([NH:134][C@H:135]([C:140]([NH:142][C@H:143]([C:152]([NH:154][C@H:155]([C:160]([NH:162][C@H:163]([C:188]([NH2:190])=[O:189])[CH2:164][CH2:165][CH2:166][NH:167][C:168](=[NH:187])[NH:169]S(C1C(C)=C2C(OC(C2)(C)C)=C(C)C=1C)(=O)=O)=[O:161])[CH2:156][CH:157]([CH3:159])[CH3:158])=[O:153])[CH2:144][C:145](=[O:151])[O:146]C(C)(C)C)=[O:141])[CH2:136][CH:137]([CH3:139])[CH3:138])=[O:133])[CH2:108][CH2:109][CH2:110][NH:111][C:112](=[NH:131])[NH:113]S(C1C(C)=C2C(OC(C2)(C)C)=C(C)C=1C)(=O)=O)=[O:105])[CH2:100][CH:101]([CH3:103])[CH3:102])=[O:97])[CH3:95])=[O:92])[CH2:87][CH:88]([CH3:90])[CH3:89])=[O:84])[CH2:59][CH2:60][CH2:61][NH:62][C:63](=[NH:82])[NH:64]S(C1C(C)=C2C(OC(C2)(C)C)=C(C)C=1C)(=O)=O)=[O:56])[CH2:51][CH:52]([CH3:54])[CH3:53])=[O:48])[CH2:39][C:40](=[O:46])[O:41]C(C)(C)C)=[O:36])[CH2:31][CH:32]([CH3:34])[CH3:33])=[O:28])[CH2:3][CH2:4][CH2:5][NH:6][C:7](=[NH:26])[NH:8]S(C1C(C)=C2C(OC(C2)(C)C)=C(C)C=1C)(=O)=O.C(O)(C(F)(F)F)=O.